From a dataset of Reaction yield outcomes from USPTO patents with 853,638 reactions. Predict the reaction yield, written as a fraction of the theoretical maximum amount of product (1.0 means a 100% yield; for example, 0.34 means a 34% yield). (1) The reactants are C(O[N:5]=[C:6]([C:8]1[CH:13]=[C:12]([CH3:14])[C:11]([Br:15])=[CH:10][C:9]=1[OH:16])[CH3:7])(=O)C.CC(=O)OCC. The catalyst is C(Cl)Cl.CCCCCC. The product is [Br:15][C:11]1[C:12]([CH3:14])=[CH:13][C:8]2[C:6]([CH3:7])=[N:5][O:16][C:9]=2[CH:10]=1. The yield is 0.233. (2) The reactants are [CH:1]1([N:7]2[C:11]3([CH2:16][CH2:15][N:14]([CH2:17][CH2:18][CH2:19][C:20]([C:22]4[CH:27]=[CH:26][C:25]([F:28])=[CH:24][CH:23]=4)=[O:21])[CH2:13][CH2:12]3)[C:10](=[O:29])[N:9]([CH2:30][C:31]3[CH:32]=[C:33]([CH:41]=[CH:42][CH:43]=3)[C:34]([O:36]C(C)(C)C)=[O:35])[CH2:8]2)[CH2:6][CH2:5][CH2:4][CH2:3][CH2:2]1.[ClH:44]. The catalyst is O1CCOCC1. The product is [ClH:44].[CH:1]1([N:7]2[C:11]3([CH2:16][CH2:15][N:14]([CH2:17][CH2:18][CH2:19][C:20]([C:22]4[CH:27]=[CH:26][C:25]([F:28])=[CH:24][CH:23]=4)=[O:21])[CH2:13][CH2:12]3)[C:10](=[O:29])[N:9]([CH2:30][C:31]3[CH:32]=[C:33]([CH:41]=[CH:42][CH:43]=3)[C:34]([OH:36])=[O:35])[CH2:8]2)[CH2:6][CH2:5][CH2:4][CH2:3][CH2:2]1. The yield is 0.750. (3) The reactants are Cl[C:2]1[N:7]=[C:6]([NH:8][C:9]2[CH:14]=[CH:13][CH:12]=[C:11]([C:15]#[N:16])[CH:10]=2)[C:5]([F:17])=[CH:4][N:3]=1.[NH2:18][C:19]1[CH:20]=[C:21]([OH:25])[CH:22]=[CH:23][CH:24]=1. No catalyst specified. The product is [C:15]([C:11]1[CH:10]=[C:9]([NH:8][C:6]2[C:5]([F:17])=[CH:4][N:3]=[C:2]([NH:18][C:19]3[CH:24]=[CH:23][CH:22]=[C:21]([OH:25])[CH:20]=3)[N:7]=2)[CH:14]=[CH:13][CH:12]=1)#[N:16]. The yield is 0.620. (4) The reactants are [CH3:1][C:2]1[CH:7]=[C:6]([I:8])[C:5]([CH3:9])=[CH:4][C:3]=1[OH:10].[OH-].[K+].[CH2:13](OCCBr)[CH2:14][CH2:15][CH3:16].[CH3:21][C:22]#N. The catalyst is CCOC(C)=O. The product is [CH2:21]([O:10][C:3]1[CH:4]=[C:5]([CH3:9])[C:6]([I:8])=[CH:7][C:2]=1[CH3:1])[CH2:22][CH2:13][CH2:14][CH2:15][CH3:16]. The yield is 0.540. (5) The reactants are [NH2-].[Na+].[CH:3]1[CH2:5][CH:4]=1.I[CH2:7][CH2:8][CH2:9][CH2:10][CH2:11][CH2:12][CH:13]=[CH2:14].C(O)C. The catalyst is N.CCOCC. The product is [CH2:14]([C:3]1[CH2:5][CH:4]=1)[CH2:13][CH2:12][CH2:11][CH2:10][CH2:9][CH:8]=[CH2:7]. The yield is 0.670. (6) The reactants are Br[C:2]1[N:3]([CH2:21][C:22]([O:24][C:25]([CH3:28])([CH3:27])[CH3:26])=[O:23])[C:4]2[C:9]([C:10]=1[CH:11]1[CH2:16][CH2:15][CH2:14][CH2:13][CH2:12]1)=[CH:8][CH:7]=[C:6]([C:17]([O:19][CH3:20])=[O:18])[CH:5]=2.C([O-])([O-])=O.[Na+].[Na+].[C:35]1(B(O)O)[CH:40]=[CH:39][CH:38]=[CH:37][CH:36]=1. The catalyst is O1CCOCC1.Cl[Pd](Cl)([P](C1C=CC=CC=1)(C1C=CC=CC=1)C1C=CC=CC=1)[P](C1C=CC=CC=1)(C1C=CC=CC=1)C1C=CC=CC=1. The product is [C:25]([O:24][C:22](=[O:23])[CH2:21][N:3]1[C:4]2[C:9](=[CH:8][CH:7]=[C:6]([C:17]([O:19][CH3:20])=[O:18])[CH:5]=2)[C:10]([CH:11]2[CH2:16][CH2:15][CH2:14][CH2:13][CH2:12]2)=[C:2]1[C:35]1[CH:40]=[CH:39][CH:38]=[CH:37][CH:36]=1)([CH3:28])([CH3:27])[CH3:26]. The yield is 0.880.